From a dataset of Forward reaction prediction with 1.9M reactions from USPTO patents (1976-2016). Predict the product of the given reaction. (1) Given the reactants [S:1]1[C:5]2[CH:6]=[CH:7][CH:8]=[CH:9][C:4]=2[C:3]([CH:10]([OH:15])[C:11]([O:13][CH3:14])=[O:12])=[CH:2]1.[C:16](Br)([CH3:19])([CH3:18])[CH3:17], predict the reaction product. The product is: [S:1]1[C:5]2[CH:6]=[CH:7][CH:8]=[CH:9][C:4]=2[C:3]([CH:10]([O:15][C:16]([CH3:19])([CH3:18])[CH3:17])[C:11]([O:13][CH3:14])=[O:12])=[CH:2]1. (2) The product is: [CH:1]12[O:8][CH:5]([CH2:6][CH2:7]1)[CH2:4][N:3]([C:9]1[CH:14]=[C:13]([NH:20][CH:17]([CH3:19])[CH3:18])[N:12]=[C:11]([OH:16])[N:10]=1)[CH2:2]2. Given the reactants [CH:1]12[O:8][CH:5]([CH2:6][CH2:7]1)[CH2:4][N:3]([C:9]1[CH:14]=[C:13](Cl)[N:12]=[C:11]([OH:16])[N:10]=1)[CH2:2]2.[CH:17]([NH2:20])([CH3:19])[CH3:18], predict the reaction product. (3) Given the reactants [OH:1][C@H:2]1[CH2:6][N:5]([C:7]([O:9][C:10]([CH3:13])([CH3:12])[CH3:11])=[O:8])[C@H:4]([C:14](OC)=[O:15])[CH2:3]1.[Li+].[BH4-], predict the reaction product. The product is: [OH:1][C@H:2]1[CH2:6][N:5]([C:7]([O:9][C:10]([CH3:11])([CH3:12])[CH3:13])=[O:8])[C@H:4]([CH2:14][OH:15])[CH2:3]1. (4) The product is: [CH3:1][O:2][C:3]1[CH:8]=[CH:7][C:6]([N+:9]([O-:11])=[O:10])=[CH:5][C:4]=1[N:12]([CH3:19])[CH:13]1[CH2:18][CH2:17][N:16]([CH3:20])[CH2:15][CH2:14]1. Given the reactants [CH3:1][O:2][C:3]1[CH:8]=[CH:7][C:6]([N+:9]([O-:11])=[O:10])=[CH:5][C:4]=1[N:12]([CH3:19])[CH:13]1[CH2:18][CH2:17][NH:16][CH2:15][CH2:14]1.[C:20]([BH3-])#N.[Na+].C(O)=O.C=O, predict the reaction product. (5) Given the reactants [C:1](Cl)(=[O:3])[CH3:2].[Cl-].[Al+3].[Cl-].[Cl-].[CH3:9][O:10][C:11]([C:13]1[CH:21]=[C:20]2[C:16]([CH:17]=[CH:18][NH:19]2)=[CH:15][CH:14]=1)=[O:12].O, predict the reaction product. The product is: [CH3:9][O:10][C:11]([C:13]1[CH:21]=[C:20]2[C:16]([C:17]([C:1](=[O:3])[CH3:2])=[CH:18][NH:19]2)=[CH:15][CH:14]=1)=[O:12]. (6) Given the reactants Cl[C:2](OC1C=CC([N+]([O-])=O)=CC=1)=[O:3].[NH2:14][CH:15]1[CH2:20][CH2:19][CH:18]([C:21]([NH2:23])=[O:22])[CH2:17][CH2:16]1.CCN(C(C)C)C(C)C.CS(O)(=O)=O.[NH2:38][CH2:39][C:40]1[CH:41]=[C:42]2[C:46](=[CH:47][CH:48]=1)[C:45](=[O:49])[N:44]([CH:50]1[CH2:55][CH2:54][C:53](=[O:56])[NH:52][C:51]1=[O:57])[CH2:43]2, predict the reaction product. The product is: [O:57]=[C:51]1[CH:50]([N:44]2[CH2:43][C:42]3[C:46](=[CH:47][CH:48]=[C:40]([CH2:39][NH:38][C:2](=[O:3])[NH:14][CH:15]4[CH2:20][CH2:19][CH:18]([C:21]([NH2:23])=[O:22])[CH2:17][CH2:16]4)[CH:41]=3)[C:45]2=[O:49])[CH2:55][CH2:54][C:53](=[O:56])[NH:52]1. (7) The product is: [CH3:1][S:2]([C:5]1[CH:6]=[C:7]([C:11]2[N:16]3[N:17]=[C:18]([NH:20][C:22]4[CH:27]=[CH:26][CH:25]=[CH:24][C:23]=4[O:28][CH3:29])[N:19]=[C:15]3[CH:14]=[CH:13][CH:12]=2)[CH:8]=[CH:9][CH:10]=1)(=[O:3])=[O:4]. Given the reactants [CH3:1][S:2]([C:5]1[CH:6]=[C:7]([C:11]2[N:16]3[N:17]=[C:18]([NH2:20])[N:19]=[C:15]3[CH:14]=[CH:13][CH:12]=2)[CH:8]=[CH:9][CH:10]=1)(=[O:4])=[O:3].Br[C:22]1[CH:27]=[CH:26][CH:25]=[CH:24][C:23]=1[O:28][CH3:29], predict the reaction product. (8) Given the reactants [Cl:1][C:2]1[CH:11]=[CH:10][C:9]2[CH2:8][NH:7][CH2:6][CH2:5][C:4]=2[N:3]=1.C(=O)(O)[O-].[Na+].[CH3:17][C:18]([O:21][C:22](O[C:22]([O:21][C:18]([CH3:20])([CH3:19])[CH3:17])=[O:23])=[O:23])([CH3:20])[CH3:19], predict the reaction product. The product is: [Cl:1][C:2]1[CH:11]=[CH:10][C:9]2[CH2:8][N:7]([C:22]([O:21][C:18]([CH3:20])([CH3:19])[CH3:17])=[O:23])[CH2:6][CH2:5][C:4]=2[N:3]=1.